From a dataset of Reaction yield outcomes from USPTO patents with 853,638 reactions. Predict the reaction yield, written as a fraction of the theoretical maximum amount of product (1.0 means a 100% yield; for example, 0.34 means a 34% yield). (1) The reactants are [C:1](O[C:6](=O)[N:7]([CH2:9][C:10]1[CH:14]=[C:13]([C:15]2[CH:20]=[CH:19][CH:18]=[CH:17][CH:16]=2)[N:12]([S:21]([C:24]2[CH:25]=[N:26][C:27](Cl)=[C:28]([CH3:30])[CH:29]=2)(=[O:23])=[O:22])[CH:11]=1)C)(C)(C)C.NN.[C:35](=[O:38])([O-:37])O.[Na+].[C:40]([O:43]CC)(=[O:42])[CH3:41].Cl. The catalyst is O1CCCC1.C(O)C. The product is [C:40]([OH:43])(=[O:42])/[CH:41]=[CH:1]/[C:35]([OH:37])=[O:38].[CH3:6][NH:7][CH2:9][C:10]1[CH:14]=[C:13]([C:15]2[CH:16]=[CH:17][CH:18]=[CH:19][CH:20]=2)[N:12]([S:21]([C:24]2[CH:25]=[N:26][CH:27]=[C:28]([CH3:30])[CH:29]=2)(=[O:23])=[O:22])[CH:11]=1. The yield is 0.400. (2) The reactants are [C:1]1([C@@:7]2([CH2:19][NH:20][C:21](=[O:27])[O:22][C:23]([CH3:26])([CH3:25])[CH3:24])[CH2:9][C@H:8]2[CH2:10][O:11][CH2:12][C:13]2[CH:18]=[CH:17][CH:16]=[CH:15][CH:14]=2)[CH:6]=[CH:5][CH:4]=[CH:3][CH:2]=1.CI.[CH3:30][Si]([N-][Si](C)(C)C)(C)C.[Na+]. The catalyst is C1COCC1. The product is [CH3:30][N:20]([CH2:19][C@:7]1([C:1]2[CH:6]=[CH:5][CH:4]=[CH:3][CH:2]=2)[CH2:9][C@H:8]1[CH2:10][O:11][CH2:12][C:13]1[CH:14]=[CH:15][CH:16]=[CH:17][CH:18]=1)[C:21](=[O:27])[O:22][C:23]([CH3:24])([CH3:26])[CH3:25]. The yield is 0.400. (3) The reactants are [F-].C([N+](CCCC)(CCCC)CCCC)CCC.[NH:19]1[C:23]2[CH:24]=[CH:25][CH:26]=[CH:27][C:22]=2[NH:21][C:20]1=[C:28]([C:39]([C:41]1[CH:46]=[CH:45][CH:44]=[C:43]([F:47])[CH:42]=1)=[O:40])[C:29]([C:31]1[CH:32]=[C:33]([CH:36]=[CH:37][CH:38]=1)[CH:34]=O)=[O:30].C1(P(=O)(C2C=CC=CC=2)[CH2:55][C:56]([F:59])([F:58])[F:57])C=CC=CC=1. The catalyst is C1COCC1. The product is [NH:21]1[C:22]2[CH:27]=[CH:26][CH:25]=[CH:24][C:23]=2[NH:19][C:20]1=[C:28]([C:29]([C:31]1[CH:38]=[CH:37][CH:36]=[C:33](/[CH:34]=[CH:55]\[C:56]([F:59])([F:58])[F:57])[CH:32]=1)=[O:30])[C:39]([C:41]1[CH:46]=[CH:45][CH:44]=[C:43]([F:47])[CH:42]=1)=[O:40]. The yield is 0.570. (4) The product is [CH3:27][S:28]([O:1][C@@H:2]([CH2:3][CH2:4][C:5]1[C:10]([O:11][CH2:12][O:13][CH3:14])=[CH:9][CH:8]=[CH:7][C:6]=1[NH:15][C:16](=[O:18])[CH3:17])[CH3:19])(=[O:30])=[O:29]. The catalyst is C(#N)C.C(OCC)(=O)C. The yield is 1.00. The reactants are [OH:1][C@H:2]([CH3:19])[CH2:3][CH2:4][C:5]1[C:10]([O:11][CH2:12][O:13][CH3:14])=[CH:9][CH:8]=[CH:7][C:6]=1[NH:15][C:16](=[O:18])[CH3:17].C(N(CC)CC)C.[CH3:27][S:28](Cl)(=[O:30])=[O:29].[Cl-].[Na+]. (5) No catalyst specified. The yield is 0.790. The product is [Cl:15][C:11]1[CH:10]=[C:9]([C:7]2[N:6]=[C:5]3[CH2:16][CH2:17][CH2:18][C:4]3=[C:3]([NH:19][C:20]3[CH:21]=[CH:22][C:23]([CH2:26][CH2:27][CH2:28][C:29]([O:31][CH3:32])=[O:30])=[CH:24][CH:25]=3)[CH:8]=2)[CH:14]=[CH:13][CH:12]=1. The reactants are Cl.Cl[C:3]1[CH:8]=[C:7]([C:9]2[CH:14]=[CH:13][CH:12]=[C:11]([Cl:15])[CH:10]=2)[N:6]=[C:5]2[CH2:16][CH2:17][CH2:18][C:4]=12.[NH2:19][C:20]1[CH:25]=[CH:24][C:23]([CH2:26][CH2:27][CH2:28][C:29]([O:31][CH3:32])=[O:30])=[CH:22][CH:21]=1. (6) The reactants are Cl.[CH3:2][NH:3][CH3:4].C[Al](C)C.C1(C)C=CC=CC=1.[CH2:16]([C:19]1[CH:20]=[C:21]([CH2:24][CH2:25][C:26]([O:28]CC)=O)[NH:22][CH:23]=1)[CH2:17][CH3:18]. The catalyst is C1C=CC=CC=1. The product is [CH3:2][N:3]([CH3:4])[C:26](=[O:28])[CH2:25][CH2:24][C:21]1[NH:22][CH:23]=[C:19]([CH2:16][CH2:17][CH3:18])[CH:20]=1. The yield is 0.920. (7) The reactants are [CH3:1][C:2]1[S:6][C:5]([C:7]([O:9][CH3:10])=[O:8])=[CH:4][CH:3]=1.[N+:11]([O-])([OH:13])=[O:12]. The catalyst is S(=O)(=O)(O)O. The product is [N+:11]([C:3]1[CH:4]=[C:5]([C:7]([O:9][CH3:10])=[O:8])[S:6][C:2]=1[CH3:1])([O-:13])=[O:12]. The yield is 0.670. (8) The reactants are ON1C2C=CC=CC=2N=N1.ClCCl.CN(C=O)C.[CH3:19][S:20]([C:23]1[S:27][C:26]([C:28]([OH:30])=O)=[CH:25][CH:24]=1)(=[O:22])=[O:21].[CH3:31][C:32]([CH3:53])([CH3:52])[CH2:33][CH2:34][NH:35][C:36](=[O:51])[C@H:37]([CH3:50])[CH2:38][C@H:39]([OH:49])[C@@H:40]([NH2:48])[CH2:41][C:42]1[CH:47]=[CH:46][CH:45]=[CH:44][CH:43]=1. The catalyst is CN(C=O)C.ClCCl. The product is [CH2:41]([C@H:40]([NH:48][C:28]([C:26]1[S:27][C:23]([S:20]([CH3:19])(=[O:21])=[O:22])=[CH:24][CH:25]=1)=[O:30])[C@@H:39]([OH:49])[CH2:38][C@H:37]([C:36](=[O:51])[NH:35][CH2:34][CH2:33][C:32]([CH3:31])([CH3:52])[CH3:53])[CH3:50])[C:42]1[CH:47]=[CH:46][CH:45]=[CH:44][CH:43]=1. The yield is 0.720. (9) The reactants are P(Br)(Br)[Br:2].[Cl:5][C:6]1[C:17]2[CH:16]=[C:15]3[C:11]([O:12][CH2:13][O:14]3)=[CH:10][C:9]=2[S:8][C:7]=1[CH2:18]O. The catalyst is CCOCC. The product is [Br:2][CH2:18][C:7]1[S:8][C:9]2[CH:10]=[C:11]3[C:15](=[CH:16][C:17]=2[C:6]=1[Cl:5])[O:14][CH2:13][O:12]3. The yield is 0.950. (10) The reactants are [Cl:1][C:2]1[CH:19]=[CH:18][C:5]([O:6][C:7]2[C:12]([F:13])=[CH:11][C:10]([N+:14]([O-])=O)=[CH:9][C:8]=2[F:17])=[CH:4][CH:3]=1.C1(C)C=CC=CC=1.C([O-])(=O)C.[NH4+]. The catalyst is [Fe].O. The product is [Cl:1][C:2]1[CH:19]=[CH:18][C:5]([O:6][C:7]2[C:12]([F:13])=[CH:11][C:10]([NH2:14])=[CH:9][C:8]=2[F:17])=[CH:4][CH:3]=1. The yield is 1.13.